Dataset: NCI-60 drug combinations with 297,098 pairs across 59 cell lines. Task: Regression. Given two drug SMILES strings and cell line genomic features, predict the synergy score measuring deviation from expected non-interaction effect. (1) Drug 1: CC1=C2C(C(=O)C3(C(CC4C(C3C(C(C2(C)C)(CC1OC(=O)C(C(C5=CC=CC=C5)NC(=O)OC(C)(C)C)O)O)OC(=O)C6=CC=CC=C6)(CO4)OC(=O)C)OC)C)OC. Drug 2: COC1=CC(=CC(=C1O)OC)C2C3C(COC3=O)C(C4=CC5=C(C=C24)OCO5)OC6C(C(C7C(O6)COC(O7)C8=CC=CS8)O)O. Cell line: UACC62. Synergy scores: CSS=40.1, Synergy_ZIP=-9.31, Synergy_Bliss=-6.78, Synergy_Loewe=-3.43, Synergy_HSA=-1.29. (2) Drug 1: C1=NC2=C(N1)C(=S)N=CN2. Drug 2: C1CN(P(=O)(OC1)NCCCl)CCCl. Cell line: SNB-19. Synergy scores: CSS=19.9, Synergy_ZIP=-3.10, Synergy_Bliss=2.21, Synergy_Loewe=-54.4, Synergy_HSA=1.78. (3) Drug 1: CC1=C2C(C(=O)C3(C(CC4C(C3C(C(C2(C)C)(CC1OC(=O)C(C(C5=CC=CC=C5)NC(=O)OC(C)(C)C)O)O)OC(=O)C6=CC=CC=C6)(CO4)OC(=O)C)OC)C)OC. Drug 2: CN(CC1=CN=C2C(=N1)C(=NC(=N2)N)N)C3=CC=C(C=C3)C(=O)NC(CCC(=O)O)C(=O)O. Cell line: LOX IMVI. Synergy scores: CSS=44.5, Synergy_ZIP=-4.76, Synergy_Bliss=-7.78, Synergy_Loewe=-5.39, Synergy_HSA=-1.84. (4) Drug 1: CCC(=C(C1=CC=CC=C1)C2=CC=C(C=C2)OCCN(C)C)C3=CC=CC=C3.C(C(=O)O)C(CC(=O)O)(C(=O)O)O. Drug 2: C1=CC=C(C=C1)NC(=O)CCCCCCC(=O)NO. Cell line: BT-549. Synergy scores: CSS=18.9, Synergy_ZIP=-5.00, Synergy_Bliss=0.831, Synergy_Loewe=2.97, Synergy_HSA=3.62. (5) Drug 1: CC1C(C(CC(O1)OC2CC(OC(C2O)C)OC3=CC4=CC5=C(C(=O)C(C(C5)C(C(=O)C(C(C)O)O)OC)OC6CC(C(C(O6)C)O)OC7CC(C(C(O7)C)O)OC8CC(C(C(O8)C)O)(C)O)C(=C4C(=C3C)O)O)O)O. Drug 2: CC12CCC3C(C1CCC2O)C(CC4=C3C=CC(=C4)O)CCCCCCCCCS(=O)CCCC(C(F)(F)F)(F)F. Cell line: MDA-MB-231. Synergy scores: CSS=43.0, Synergy_ZIP=2.65, Synergy_Bliss=1.82, Synergy_Loewe=-30.2, Synergy_HSA=-1.52. (6) Drug 1: C1=CC(=CC=C1C#N)C(C2=CC=C(C=C2)C#N)N3C=NC=N3. Drug 2: COCCOC1=C(C=C2C(=C1)C(=NC=N2)NC3=CC=CC(=C3)C#C)OCCOC.Cl. Cell line: NCI-H522. Synergy scores: CSS=1.59, Synergy_ZIP=-1.47, Synergy_Bliss=-2.08, Synergy_Loewe=-3.54, Synergy_HSA=-2.73. (7) Drug 1: C1CCN(CC1)CCOC2=CC=C(C=C2)C(=O)C3=C(SC4=C3C=CC(=C4)O)C5=CC=C(C=C5)O. Drug 2: C1=CN(C=N1)CC(O)(P(=O)(O)O)P(=O)(O)O. Cell line: SF-539. Synergy scores: CSS=4.37, Synergy_ZIP=-2.41, Synergy_Bliss=-2.40, Synergy_Loewe=-6.27, Synergy_HSA=-6.20. (8) Drug 1: CC1=CC2C(CCC3(C2CCC3(C(=O)C)OC(=O)C)C)C4(C1=CC(=O)CC4)C. Drug 2: CN(CCCl)CCCl.Cl. Cell line: CAKI-1. Synergy scores: CSS=18.9, Synergy_ZIP=-5.25, Synergy_Bliss=-5.37, Synergy_Loewe=-57.2, Synergy_HSA=-8.64.